The task is: Predict the reactants needed to synthesize the given product.. This data is from Retrosynthesis with 50K atom-mapped reactions and 10 reaction types from USPTO. (1) Given the product CCOC(=O)[C@H](Cc1ccc(OC/C=C(\C)c2ccc(-c3ccco3)cc2)cc1)OCC, predict the reactants needed to synthesize it. The reactants are: C/C(=C\CO)c1ccc(-c2ccco2)cc1.CCOC(=O)[C@H](Cc1ccc(O)cc1)OCC. (2) Given the product C=Cc1ccnc2ccc(C#N)cc12, predict the reactants needed to synthesize it. The reactants are: C=C[Sn](CCCC)(CCCC)CCCC.N#Cc1ccc2nccc(Br)c2c1.